Dataset: Retrosynthesis with 50K atom-mapped reactions and 10 reaction types from USPTO. Task: Predict the reactants needed to synthesize the given product. Given the product N#Cc1ccc(Oc2ccc3c(c2)COB3O)c(CO)c1, predict the reactants needed to synthesize it. The reactants are: N#Cc1ccc(Oc2ccc3c(c2)COB3O)c(C=O)c1.